From a dataset of Reaction yield outcomes from USPTO patents with 853,638 reactions. Predict the reaction yield, written as a fraction of the theoretical maximum amount of product (1.0 means a 100% yield; for example, 0.34 means a 34% yield). (1) The reactants are [Cl:1][C:2]1[C:7]2=[C:8]([CH3:11])[CH:9]=[CH:10][N:6]2[N:5]=[CH:4][N:3]=1.CC(N=NC(C#N)(C)C)(C#N)C.C1C(=O)N([Br:31])C(=O)C1. The catalyst is C(Cl)(Cl)(Cl)Cl. The product is [Br:31][CH2:11][C:8]1[CH:9]=[CH:10][N:6]2[C:7]=1[C:2]([Cl:1])=[N:3][CH:4]=[N:5]2. The yield is 0.920. (2) The reactants are [OH:1][C:2]1([CH2:9][N:10]2[CH2:15][CH2:14][C:13]3[NH:16][C:17]([CH:20]=O)=[C:18]([CH3:19])[C:12]=3[C:11]2=[O:22])[CH2:7][CH2:6][N:5]([CH3:8])[CH2:4][CH2:3]1.[F:23][C:24]1[CH:25]=[C:26]2[C:30](=[CH:31][CH:32]=1)[NH:29][C:28](=[O:33])[CH2:27]2. No catalyst specified. The product is [F:23][C:24]1[CH:25]=[C:26]2[C:30](=[CH:31][CH:32]=1)[NH:29][C:28](=[O:33])[C:27]2=[CH:20][C:17]1[NH:16][C:13]2[CH2:14][CH2:15][N:10]([CH2:9][C:2]3([OH:1])[CH2:7][CH2:6][N:5]([CH3:8])[CH2:4][CH2:3]3)[C:11](=[O:22])[C:12]=2[C:18]=1[CH3:19]. The yield is 0.380. (3) The reactants are [S:1]1[C:5]2[CH2:6][CH2:7][CH2:8][CH2:9][C:4]=2[NH:3][C:2]1=[O:10].[H-].[Na+].Br[CH2:14][C:15]([C:17]1[CH:22]=[CH:21][C:20]([CH3:23])=[CH:19][CH:18]=1)=[O:16]. The catalyst is C1(C)C=CC=CC=1. The product is [CH3:23][C:20]1[CH:21]=[CH:22][C:17]([C:15](=[O:16])[CH2:14][N:3]2[C:4]3[CH2:9][CH2:8][CH2:7][CH2:6][C:5]=3[S:1][C:2]2=[O:10])=[CH:18][CH:19]=1. The yield is 0.480. (4) The reactants are [CH2:1]([O:3][C:4]([C:6]1[C:7]([CH3:26])=[C:8]([C:19]([O:21][C:22]([CH3:25])([CH3:24])[CH3:23])=[O:20])[NH:9][C:10]=1[CH2:11][CH2:12][CH2:13]OS(C)(=O)=O)=[O:5])[CH3:2].[NH2:27][CH2:28][CH:29]([OH:37])[CH2:30][N:31]1[CH2:36][CH2:35][O:34][CH2:33][CH2:32]1. The catalyst is ClCCl.[Cl-].[Na+].O. The product is [CH2:1]([O:3][C:4]([C:6]1[C:7]([CH3:26])=[C:8]([C:19]([O:21][C:22]([CH3:25])([CH3:24])[CH3:23])=[O:20])[NH:9][C:10]=1[CH2:11][CH2:12][CH2:13][NH:27][CH2:28][CH:29]([OH:37])[CH2:30][N:31]1[CH2:32][CH2:33][O:34][CH2:35][CH2:36]1)=[O:5])[CH3:2]. The yield is 0.725. (5) The reactants are C[Si]([N-][Si](C)(C)C)(C)C.[K+].[Cl:11][C:12]1[CH:13]=[CH:14][C:15]2[N:21]([CH3:22])[C:20](=[O:23])[CH2:19][N:18]=[C:17]([C:24]3[CH:25]=[N:26][CH:27]=[CH:28][CH:29]=3)[C:16]=2[CH:30]=1.CC(C1C=C(C(C)C)C(S([N:46]=[N+:47]=[N-:48])(=O)=O)=C(C(C)C)C=1)C.C(O)(=O)C. No catalyst specified. The product is [N:46]([CH:19]1[N:18]=[C:17]([C:24]2[CH:25]=[N:26][CH:27]=[CH:28][CH:29]=2)[C:16]2[CH:30]=[C:12]([Cl:11])[CH:13]=[CH:14][C:15]=2[N:21]([CH3:22])[C:20]1=[O:23])=[N+:47]=[N-:48]. The yield is 0.900. (6) The catalyst is ClCCl. The product is [C:69]([O:73][C:74]([NH:76][CH2:77][C:78]1[CH:86]=[CH:85][C:84]([F:87])=[CH:83][C:79]=1[C:80]([NH:1][CH2:2][CH2:3][CH2:4][CH2:5][S:6]([N:9]([C:11]1[N:20]=[C:19]([C:21]([O:23][CH3:24])=[O:22])[C:18]([O:25][S:26]([C:29]2[CH:35]=[CH:34][C:32]([CH3:33])=[CH:31][CH:30]=2)(=[O:27])=[O:28])=[C:17]2[C:12]=1[CH:13]=[CH:14][CH:15]=[N:16]2)[CH3:10])(=[O:8])=[O:7])=[O:81])=[O:75])([CH3:72])([CH3:70])[CH3:71]. The yield is 0.490. The reactants are [NH2:1][CH2:2][CH2:3][CH2:4][CH2:5][S:6]([N:9]([C:11]1[N:20]=[C:19]([C:21]([O:23][CH3:24])=[O:22])[C:18]([O:25][S:26]([C:29]2[CH:35]=[CH:34][C:32]([CH3:33])=[CH:31][CH:30]=2)(=[O:28])=[O:27])=[C:17]2[C:12]=1[CH:13]=[CH:14][CH:15]=[N:16]2)[CH3:10])(=[O:8])=[O:7].CCN(C(C)C)C(C)C.CN(C(ON1N=NC2C=CC=CC1=2)=[N+](C)C)C.F[P-](F)(F)(F)(F)F.[C:69]([O:73][C:74]([NH:76][CH2:77][C:78]1[CH:86]=[CH:85][C:84]([F:87])=[CH:83][C:79]=1[C:80](O)=[O:81])=[O:75])([CH3:72])([CH3:71])[CH3:70]. (7) The reactants are [Cl-].COC1N=C(OC)N=C([N+]2(C)CCOCC2)N=1.[CH:19]1([CH:22]([OH:36])[C:23]2[C:27]([C:28]([F:31])([F:30])[F:29])=[C:26]([C:32]([OH:34])=O)[N:25]([CH3:35])[N:24]=2)[CH2:21][CH2:20]1.[NH2:37][C:38]1[CH:39]=[CH:40][C:41]([Cl:50])=[C:42]([CH:49]=1)[C:43]([NH:45][CH:46]1[CH2:48][CH2:47]1)=[O:44]. The catalyst is O1CCCC1. The product is [Cl:50][C:41]1[CH:40]=[CH:39][C:38]([NH:37][C:32]([C:26]2[N:25]([CH3:35])[N:24]=[C:23]([CH:22]([CH:19]3[CH2:20][CH2:21]3)[OH:36])[C:27]=2[C:28]([F:29])([F:30])[F:31])=[O:34])=[CH:49][C:42]=1[C:43](=[O:44])[NH:45][CH:46]1[CH2:48][CH2:47]1. The yield is 0.440. (8) The reactants are F[C:2]1([O:9][C:10]#[C:11][CH3:12])[CH:7]=[C:6]([F:8])[CH:5]=[CH:4][CH2:3]1.[F:13]C1C=C(O)C=C(F)C=1. No catalyst specified. The product is [F:8][C:6]1[CH:7]=[C:2]([O:9][CH2:10][C:11]#[CH:12])[CH:3]=[C:4]([F:13])[CH:5]=1. The yield is 0.670.